This data is from NCI-60 drug combinations with 297,098 pairs across 59 cell lines. The task is: Regression. Given two drug SMILES strings and cell line genomic features, predict the synergy score measuring deviation from expected non-interaction effect. (1) Drug 1: CCC1=C2CN3C(=CC4=C(C3=O)COC(=O)C4(CC)O)C2=NC5=C1C=C(C=C5)O. Drug 2: CCN(CC)CCNC(=O)C1=C(NC(=C1C)C=C2C3=C(C=CC(=C3)F)NC2=O)C. Cell line: BT-549. Synergy scores: CSS=18.4, Synergy_ZIP=-6.43, Synergy_Bliss=-1.97, Synergy_Loewe=-63.7, Synergy_HSA=-2.30. (2) Drug 1: CC1=C2C(C(=O)C3(C(CC4C(C3C(C(C2(C)C)(CC1OC(=O)C(C(C5=CC=CC=C5)NC(=O)OC(C)(C)C)O)O)OC(=O)C6=CC=CC=C6)(CO4)OC(=O)C)OC)C)OC. Drug 2: C1=C(C(=O)NC(=O)N1)N(CCCl)CCCl. Cell line: DU-145. Synergy scores: CSS=69.7, Synergy_ZIP=7.83, Synergy_Bliss=8.03, Synergy_Loewe=4.97, Synergy_HSA=10.5. (3) Drug 1: CCC1=CC2CC(C3=C(CN(C2)C1)C4=CC=CC=C4N3)(C5=C(C=C6C(=C5)C78CCN9C7C(C=CC9)(C(C(C8N6C)(C(=O)OC)O)OC(=O)C)CC)OC)C(=O)OC.C(C(C(=O)O)O)(C(=O)O)O. Drug 2: C1=CC(=CC=C1CCCC(=O)O)N(CCCl)CCCl. Cell line: T-47D. Synergy scores: CSS=38.6, Synergy_ZIP=-12.8, Synergy_Bliss=-5.61, Synergy_Loewe=-13.1, Synergy_HSA=-2.03. (4) Drug 1: C1CN1P(=S)(N2CC2)N3CC3. Synergy scores: CSS=29.3, Synergy_ZIP=-6.08, Synergy_Bliss=-0.511, Synergy_Loewe=-27.2, Synergy_HSA=-2.50. Drug 2: C1=CC=C(C=C1)NC(=O)CCCCCCC(=O)NO. Cell line: SK-MEL-28. (5) Drug 1: CCC1(CC2CC(C3=C(CCN(C2)C1)C4=CC=CC=C4N3)(C5=C(C=C6C(=C5)C78CCN9C7C(C=CC9)(C(C(C8N6C=O)(C(=O)OC)O)OC(=O)C)CC)OC)C(=O)OC)O.OS(=O)(=O)O. Drug 2: C1C(C(OC1N2C=NC3=C(N=C(N=C32)Cl)N)CO)O. Cell line: HT29. Synergy scores: CSS=18.4, Synergy_ZIP=-5.42, Synergy_Bliss=-7.38, Synergy_Loewe=-17.7, Synergy_HSA=-10.2. (6) Drug 1: CNC(=O)C1=CC=CC=C1SC2=CC3=C(C=C2)C(=NN3)C=CC4=CC=CC=N4. Drug 2: C1C(C(OC1N2C=NC3=C2NC=NCC3O)CO)O. Cell line: OVCAR3. Synergy scores: CSS=-0.316, Synergy_ZIP=0.708, Synergy_Bliss=-1.90, Synergy_Loewe=-4.63, Synergy_HSA=-5.17. (7) Drug 1: CC1C(C(CC(O1)OC2CC(CC3=C2C(=C4C(=C3O)C(=O)C5=C(C4=O)C(=CC=C5)OC)O)(C(=O)CO)O)N)O.Cl. Drug 2: B(C(CC(C)C)NC(=O)C(CC1=CC=CC=C1)NC(=O)C2=NC=CN=C2)(O)O. Cell line: NCIH23. Synergy scores: CSS=29.6, Synergy_ZIP=-1.13, Synergy_Bliss=-3.20, Synergy_Loewe=-39.8, Synergy_HSA=-3.09. (8) Drug 1: CC1=C2C(C(=O)C3(C(CC4C(C3C(C(C2(C)C)(CC1OC(=O)C(C(C5=CC=CC=C5)NC(=O)C6=CC=CC=C6)O)O)OC(=O)C7=CC=CC=C7)(CO4)OC(=O)C)O)C)OC(=O)C. Drug 2: CC1=C(N=C(N=C1N)C(CC(=O)N)NCC(C(=O)N)N)C(=O)NC(C(C2=CN=CN2)OC3C(C(C(C(O3)CO)O)O)OC4C(C(C(C(O4)CO)O)OC(=O)N)O)C(=O)NC(C)C(C(C)C(=O)NC(C(C)O)C(=O)NCCC5=NC(=CS5)C6=NC(=CS6)C(=O)NCCC[S+](C)C)O. Cell line: CCRF-CEM. Synergy scores: CSS=6.99, Synergy_ZIP=-0.414, Synergy_Bliss=4.11, Synergy_Loewe=-4.17, Synergy_HSA=-1.82. (9) Drug 1: CNC(=O)C1=CC=CC=C1SC2=CC3=C(C=C2)C(=NN3)C=CC4=CC=CC=N4. Drug 2: CC1OCC2C(O1)C(C(C(O2)OC3C4COC(=O)C4C(C5=CC6=C(C=C35)OCO6)C7=CC(=C(C(=C7)OC)O)OC)O)O. Cell line: IGROV1. Synergy scores: CSS=22.9, Synergy_ZIP=-2.30, Synergy_Bliss=1.90, Synergy_Loewe=-3.22, Synergy_HSA=1.99. (10) Drug 1: C1=CC(=CC=C1C#N)C(C2=CC=C(C=C2)C#N)N3C=NC=N3. Drug 2: CC1=C(C(=O)C2=C(C1=O)N3CC4C(C3(C2COC(=O)N)OC)N4)N. Cell line: SNB-19. Synergy scores: CSS=17.6, Synergy_ZIP=-5.07, Synergy_Bliss=-0.0706, Synergy_Loewe=-16.5, Synergy_HSA=-2.20.